Dataset: Catalyst prediction with 721,799 reactions and 888 catalyst types from USPTO. Task: Predict which catalyst facilitates the given reaction. (1) Reactant: [CH:1]([O:4][C:5]1[CH:13]=[CH:12][C:8]([C:9]([O-])=[O:10])=[CH:7][C:6]=1[C:14]([F:17])([F:16])[F:15])([CH3:3])[CH3:2].[H-].[H-].[H-].[H-].[Li+].[Al+3]. Product: [CH:1]([O:4][C:5]1[CH:13]=[CH:12][C:8]([CH2:9][OH:10])=[CH:7][C:6]=1[C:14]([F:15])([F:16])[F:17])([CH3:3])[CH3:2]. The catalyst class is: 2. (2) Product: [CH3:10][N:11]([CH2:21][CH2:22][O:23][C:2]1[CH:9]=[CH:8][C:5]([CH:6]=[O:7])=[CH:4][CH:3]=1)[C:12]1[S:13][C:14]2[CH:20]=[CH:19][CH:18]=[CH:17][C:15]=2[N:16]=1. Reactant: F[C:2]1[CH:9]=[CH:8][C:5]([CH:6]=[O:7])=[CH:4][CH:3]=1.[CH3:10][N:11]([CH2:21][CH2:22][OH:23])[C:12]1[S:13][C:14]2[CH:20]=[CH:19][CH:18]=[CH:17][C:15]=2[N:16]=1.C(=O)([O-])[O-].[K+].[K+].O. The catalyst class is: 16.